This data is from Full USPTO retrosynthesis dataset with 1.9M reactions from patents (1976-2016). The task is: Predict the reactants needed to synthesize the given product. (1) Given the product [S:41]1[CH:42]=[CH:43][CH:44]=[C:40]1[N:17]1[C:21]([C:22]2[C:27](=[O:28])[CH:26]=[CH:25][N:24]([C:29]3[CH:34]=[CH:33][CH:32]=[C:31]([C:35]([F:37])([F:36])[F:38])[CH:30]=3)[N:23]=2)=[CH:20][CH:19]=[N:18]1, predict the reactants needed to synthesize it. The reactants are: C(=NO)C1C(=CC=CC=1)O.C([O-])([O-])=O.[Cs+].[Cs+].[NH:17]1[C:21]([C:22]2[C:27](=[O:28])[CH:26]=[CH:25][N:24]([C:29]3[CH:34]=[CH:33][CH:32]=[C:31]([C:35]([F:38])([F:37])[F:36])[CH:30]=3)[N:23]=2)=[CH:20][CH:19]=[N:18]1.I[C:40]1[S:41][CH:42]=[CH:43][CH:44]=1. (2) Given the product [C:30]([CH2:29][CH:28]([NH:27][C:12]([N:7]1[CH2:8][C:9](=[O:11])[NH:10][C:5]2[CH:4]=[C:3]([O:2][CH3:1])[CH:25]=[N:24][C:6]1=2)=[O:14])[C:32]1[CH:37]=[CH:36][C:35]([O:38][C:39]([F:41])([F:42])[F:40])=[C:34]([F:43])[CH:33]=1)#[N:31], predict the reactants needed to synthesize it. The reactants are: [CH3:1][O:2][C:3]1[CH:25]=[N:24][C:6]2[N:7]([C:12]([O:14]C3C=CC([N+]([O-])=O)=CC=3)=O)[CH2:8][C:9](=[O:11])[NH:10][C:5]=2[CH:4]=1.Cl.[NH2:27][CH:28]([C:32]1[CH:37]=[CH:36][C:35]([O:38][C:39]([F:42])([F:41])[F:40])=[C:34]([F:43])[CH:33]=1)[CH2:29][C:30]#[N:31].C(N(CC)CC)C.O.